Dataset: Catalyst prediction with 721,799 reactions and 888 catalyst types from USPTO. Task: Predict which catalyst facilitates the given reaction. (1) Reactant: [CH3:1][O:2][C:3](=[O:27])[CH2:4][C:5]1[CH:6]=[C:7]([C:13]2[CH:18]=[CH:17][C:16]([C:19]([F:22])([F:21])[F:20])=[CH:15][C:14]=2[CH2:23][NH:24][CH2:25][CH3:26])[C:8]([O:11][CH3:12])=[CH:9][CH:10]=1.[CH2:28]([N:30]([CH2:34][C:35]1[CH:40]=[CH:39][CH:38]=[CH:37][CH:36]=1)[C:31](Cl)=[O:32])[CH3:29].C(N(CC)CC)C. Product: [CH3:1][O:2][C:3](=[O:27])[CH2:4][C:5]1[CH:6]=[C:7]([C:13]2[CH:18]=[CH:17][C:16]([C:19]([F:21])([F:20])[F:22])=[CH:15][C:14]=2[CH2:23][N:24]([CH2:25][CH3:26])[C:31]([N:30]([CH2:34][C:35]2[CH:40]=[CH:39][CH:38]=[CH:37][CH:36]=2)[CH2:28][CH3:29])=[O:32])[C:8]([O:11][CH3:12])=[CH:9][CH:10]=1. The catalyst class is: 143. (2) Reactant: [F:1][C:2]1[CH:3]=[C:4]([CH:12]=[C:13]([N+:15]([O-])=O)[CH:14]=1)[O:5][C:6]1[CH:7]=[N:8][CH:9]=[CH:10][CH:11]=1. Product: [F:1][C:2]1[CH:14]=[C:13]([CH:12]=[C:4]([O:5][C:6]2[CH:7]=[N:8][CH:9]=[CH:10][CH:11]=2)[CH:3]=1)[NH2:15]. The catalyst class is: 352. (3) Reactant: C[O:2][C:3]1[C:8]2[C:9]([C:18]3[CH:23]=[CH:22][C:21]([CH2:24][C:25]#[N:26])=[CH:20][CH:19]=3)=[CH:10][N:11]([CH:12]3[CH2:17][CH2:16][O:15][CH2:14][CH2:13]3)[C:7]=2[CH:6]=[CH:5][N:4]=1.[I-].[Na+].Cl[Si](C)(C)C.C(=O)([O-])O.[Na+]. Product: [O:2]=[C:3]1[C:8]2[C:9]([C:18]3[CH:23]=[CH:22][C:21]([CH2:24][C:25]#[N:26])=[CH:20][CH:19]=3)=[CH:10][N:11]([CH:12]3[CH2:17][CH2:16][O:15][CH2:14][CH2:13]3)[C:7]=2[CH:6]=[CH:5][NH:4]1. The catalyst class is: 10. (4) Reactant: C(Cl)Cl.[C:4]([C:8]1[CH:9]=[C:10]([CH:13]=[CH:14][CH:15]=1)[CH2:11][NH2:12])([CH3:7])([CH3:6])[CH3:5].C(N(CC)CC)C.[N:23]1[CH:28]=[CH:27][CH:26]=[C:25]([S:29](Cl)(=[O:31])=[O:30])[CH:24]=1. Product: [C:4]([C:8]1[CH:9]=[C:10]([CH:13]=[CH:14][CH:15]=1)[CH2:11][NH:12][S:29]([C:25]1[CH:24]=[N:23][CH:28]=[CH:27][CH:26]=1)(=[O:31])=[O:30])([CH3:7])([CH3:5])[CH3:6]. The catalyst class is: 175.